From a dataset of TCR-epitope binding with 47,182 pairs between 192 epitopes and 23,139 TCRs. Binary Classification. Given a T-cell receptor sequence (or CDR3 region) and an epitope sequence, predict whether binding occurs between them. (1) The epitope is GPGHKARVL. The TCR CDR3 sequence is CASSLASPNVLTF. Result: 0 (the TCR does not bind to the epitope). (2) The epitope is PROT_97E67BCC. The TCR CDR3 sequence is CASSKNRVTTAEPNEKLFF. Result: 1 (the TCR binds to the epitope). (3) The epitope is AYAQKIFKI. The TCR CDR3 sequence is CAWSVSGYNEQFF. Result: 1 (the TCR binds to the epitope). (4) The epitope is RPRGEVRFL. The TCR CDR3 sequence is CASRKTGGGTEAFF. Result: 1 (the TCR binds to the epitope).